Dataset: Forward reaction prediction with 1.9M reactions from USPTO patents (1976-2016). Task: Predict the product of the given reaction. (1) Given the reactants Cl.[F:2][C:3]1[CH:4]=[C:5]2[C:14](=[CH:15][CH:16]=1)[C:8]1([CH2:13][CH2:12][NH:11][CH2:10][CH2:9]1)[O:7][C:6]2=[O:17].[C:18]1([C:24]2[N:25]=[CH:26][C:27]([NH:30][C:31](=O)[O:32]C3C=CC=CC=3)=[N:28][CH:29]=2)[CH:23]=[CH:22][CH:21]=[CH:20][CH:19]=1.C(N(CC)CC)C.O, predict the reaction product. The product is: [F:2][C:3]1[CH:4]=[C:5]2[C:14](=[CH:15][CH:16]=1)[C:8]1([CH2:13][CH2:12][N:11]([C:31]([NH:30][C:27]3[CH:26]=[N:25][C:24]([C:18]4[CH:19]=[CH:20][CH:21]=[CH:22][CH:23]=4)=[CH:29][N:28]=3)=[O:32])[CH2:10][CH2:9]1)[O:7][C:6]2=[O:17]. (2) Given the reactants [OH:1][C@H:2]([C:23]1[CH:28]=[CH:27][CH:26]=[CH:25][CH:24]=1)[CH2:3][CH2:4][N:5]1[CH2:10][CH2:9][CH:8]([C:11]2[CH:12]=[C:13]([NH:17][C:18](=[O:22])[CH:19]([CH3:21])[CH3:20])[CH:14]=[CH:15][CH:16]=2)[CH2:7][CH2:6]1.[C:29]([C:32]1[CH:37]=[CH:36][CH:35]=[CH:34][C:33]=1O)(=[O:31])[CH3:30].C1(P(C2C=CC=CC=2)C2C=CC=CC=2)C=CC=CC=1.N(C(OCC)=O)=NC(OCC)=O.N, predict the reaction product. The product is: [C:29]([C:32]1[CH:37]=[CH:36][CH:35]=[CH:34][C:33]=1[O:1][C@@H:2]([C:23]1[CH:24]=[CH:25][CH:26]=[CH:27][CH:28]=1)[CH2:3][CH2:4][N:5]1[CH2:10][CH2:9][CH:8]([C:11]2[CH:12]=[C:13]([NH:17][C:18](=[O:22])[CH:19]([CH3:21])[CH3:20])[CH:14]=[CH:15][CH:16]=2)[CH2:7][CH2:6]1)(=[O:31])[CH3:30]. (3) Given the reactants Br[C:2]1[CH:3]=[C:4]([CH2:8][CH2:9][OH:10])[CH:5]=[CH:6][CH:7]=1.C[NH:12][CH2:13][CH2:14]NC.[C:17](=[O:20])([O-])[O-:18].[K+].[K+].[Cl-].[NH4+], predict the reaction product. The product is: [OH:10][CH2:9][CH2:8][C:4]1[CH:3]=[C:2]([N:12]2[CH2:13][CH2:14][O:18][C:17]2=[O:20])[CH:7]=[CH:6][CH:5]=1. (4) Given the reactants [Cl:1][C:2]1[N:7]=[C:6](Cl)[C:5]([NH2:9])=[C:4]([Cl:10])[N:3]=1.[NH:11]1[CH2:16][CH2:15][O:14][CH2:13][CH:12]1[C:17](O)=[O:18].C(N(CC)CC)C, predict the reaction product. The product is: [Cl:1][C:2]1[N:3]=[C:4]([Cl:10])[C:5]2[NH:9][C:17](=[O:18])[CH:12]3[CH2:13][O:14][CH2:15][CH2:16][N:11]3[C:6]=2[N:7]=1.